Dataset: Peptide-MHC class I binding affinity with 185,985 pairs from IEDB/IMGT. Task: Regression. Given a peptide amino acid sequence and an MHC pseudo amino acid sequence, predict their binding affinity value. This is MHC class I binding data. (1) The peptide sequence is ELIFQVWQRSW. The MHC is Mamu-B17 with pseudo-sequence Mamu-B17. The binding affinity (normalized) is 0.165. (2) The peptide sequence is EYVKTRANDW. The MHC is HLA-A24:02 with pseudo-sequence HLA-A24:02. The binding affinity (normalized) is 0.0124. (3) The peptide sequence is TVAHQVCPY. The binding affinity (normalized) is 0.0847. The MHC is HLA-A02:19 with pseudo-sequence HLA-A02:19.